From a dataset of Reaction yield outcomes from USPTO patents with 853,638 reactions. Predict the reaction yield, written as a fraction of the theoretical maximum amount of product (1.0 means a 100% yield; for example, 0.34 means a 34% yield). (1) The reactants are [Cl:1][C:2]1[CH:9]=[CH:8][CH:7]=[C:6]([Cl:10])[C:3]=1[CH:4]=O.[C:11]([C:14]1[CH:19]=[CH:18][CH:17]=[CH:16][CH:15]=1)(=[O:13])[CH3:12].[OH-].[Na+]. The catalyst is CO.O. The product is [Cl:1][C:2]1[CH:9]=[CH:8][CH:7]=[C:6]([Cl:10])[C:3]=1[CH:4]=[CH:12][C:11]([C:14]1[CH:19]=[CH:18][CH:17]=[CH:16][CH:15]=1)=[O:13]. The yield is 0.606. (2) The reactants are [Cl:1][C:2]1[CH:7]=[C:6]2[NH:8][C:9](=[O:38])[C:10]3([CH:15]([C:16]4[CH:21]=[CH:20][CH:19]=[C:18]([Cl:22])[CH:17]=4)[CH2:14][C:13](=[O:23])[NH:12][CH:11]3[C:24]3[CH:29]=[C:28]([I:30])[CH:27]=[CH:26][C:25]=3[O:31][CH:32]3[CH2:37][CH2:36][NH:35][CH2:34][CH2:33]3)[C:5]2=[CH:4][CH:3]=1.C(N(CC)CC)C.Br[CH2:47][CH2:48][OH:49]. The catalyst is C(O)C. The product is [Cl:1][C:2]1[CH:7]=[C:6]2[NH:8][C:9](=[O:38])[C:10]3([CH:15]([C:16]4[CH:21]=[CH:20][CH:19]=[C:18]([Cl:22])[CH:17]=4)[CH2:14][C:13](=[O:23])[NH:12][CH:11]3[C:24]3[CH:29]=[C:28]([I:30])[CH:27]=[CH:26][C:25]=3[O:31][CH:32]3[CH2:33][CH2:34][N:35]([CH2:47][CH2:48][OH:49])[CH2:36][CH2:37]3)[C:5]2=[CH:4][CH:3]=1. The yield is 0.340. (3) The reactants are [Br-].[O:2]1[CH2:6][CH2:5][O:4][CH:3]1[CH2:7][CH2:8]C1C=CC=CC=1[P+](C1C=CC=CC=1)(C1C=CC=CC=1)C1C=CC=CC=1.[H-].[Na+].[CH:36]([C:39]1[C:43]([CH:44]=O)=[CH:42][N:41]([C:46]2[CH:51]=[CH:50][C:49]([C:52]([F:55])([F:54])[F:53])=[CH:48][N:47]=2)[N:40]=1)([CH3:38])[CH3:37].Cl. The catalyst is CN(C)C=O. The product is [O:2]1[CH2:6][CH2:5][O:4][CH:3]1[CH2:7][CH2:8][CH2:44][C:43]1[C:39]([CH:36]([CH3:38])[CH3:37])=[N:40][N:41]([C:46]2[CH:51]=[CH:50][C:49]([C:52]([F:55])([F:54])[F:53])=[CH:48][N:47]=2)[CH:42]=1. The yield is 0.980. (4) The reactants are [CH3:1][C:2]1[CH:7]=[CH:6][C:5]([NH:8][S:9]([CH3:12])(=[O:11])=[O:10])=[CH:4][C:3]=1[C:13]1[C:21]2[C:20]([NH:22][C@H:23]([C:25]3[N:30]([C:31]4[CH:36]=[CH:35][CH:34]=[CH:33][CH:32]=4)[C:29](=[O:37])[C:28]4=[C:38]([CH3:41])[CH:39]=[CH:40][N:27]4[N:26]=3)[CH3:24])=[N:19][CH:18]=[N:17][C:16]=2[N:15](COCC[Si](C)(C)C)[CH:14]=1.FC(F)(F)C(O)=O.N. No catalyst specified. The product is [CH3:1][C:2]1[CH:7]=[CH:6][C:5]([NH:8][S:9]([CH3:12])(=[O:10])=[O:11])=[CH:4][C:3]=1[C:13]1[C:21]2[C:20]([NH:22][C@H:23]([C:25]3[N:30]([C:31]4[CH:36]=[CH:35][CH:34]=[CH:33][CH:32]=4)[C:29](=[O:37])[C:28]4=[C:38]([CH3:41])[CH:39]=[CH:40][N:27]4[N:26]=3)[CH3:24])=[N:19][CH:18]=[N:17][C:16]=2[NH:15][CH:14]=1. The yield is 0.730. (5) The reactants are [C:1]([NH:4][NH:5][C:6]([C:8]1[C:9]([NH2:36])=[N:10][CH:11]=[N:12][C:13]=1[NH:14][C@H:15]([C:18]1[N:27]([C:28]2[CH:33]=[CH:32][CH:31]=[CH:30][CH:29]=2)[C:26](=[O:34])[C:25]2[C:20](=[CH:21][CH:22]=[CH:23][C:24]=2[Cl:35])[N:19]=1)[CH2:16][CH3:17])=[O:7])(=O)[CH3:2].CC[N+](S(N=C(OC)[O-])(=O)=O)(CC)CC. The catalyst is C1COCC1. The product is [NH2:36][C:9]1[N:10]=[CH:11][N:12]=[C:13]([NH:14][C@H:15]([C:18]2[N:27]([C:28]3[CH:29]=[CH:30][CH:31]=[CH:32][CH:33]=3)[C:26](=[O:34])[C:25]3[C:20](=[CH:21][CH:22]=[CH:23][C:24]=3[Cl:35])[N:19]=2)[CH2:16][CH3:17])[C:8]=1[C:6]1[O:7][C:1]([CH3:2])=[N:4][N:5]=1. The yield is 0.658. (6) The reactants are [F:1][C:2]([S:5][C:6]1[CH:11]=[CH:10][CH:9]=[CH:8][C:7]=1I)([F:4])[F:3].[C:13]1([C:19]#[CH:20])[CH:18]=[CH:17][CH:16]=[CH:15][CH:14]=1. The catalyst is C(N(CC)CC)C.[Cu](I)I. The product is [F:1][C:2]([S:5][C:6]1[CH:11]=[CH:10][CH:9]=[CH:8][C:7]=1[C:20]#[C:19][C:13]1[CH:18]=[CH:17][CH:16]=[CH:15][CH:14]=1)([F:4])[F:3]. The yield is 0.960. (7) The reactants are C([O:3][C:4]([C:6]1[C:7]2[CH:15]=[N:14][N:13]([CH:16]3[CH2:21][CH2:20][CH2:19][CH2:18][O:17]3)[C:8]=2[N:9]=[C:10](Br)[CH:11]=1)=[O:5])C.[OH:22][C:23]1[CH:28]=[CH:27][C:26](B(O)O)=[CH:25][CH:24]=1.C(=O)([O-])[O-].[Cs+].[Cs+].[OH-].[Na+]. The catalyst is C1COCC1.O.C1C=CC(P(C2C=CC=CC=2)[C-]2C=CC=C2)=CC=1.C1C=CC(P(C2C=CC=CC=2)[C-]2C=CC=C2)=CC=1.Cl[Pd]Cl.[Fe+2]. The product is [OH:22][C:23]1[CH:28]=[CH:27][C:26]([C:10]2[CH:11]=[C:6]([C:4]([OH:3])=[O:5])[C:7]3[CH:15]=[N:14][N:13]([CH:16]4[CH2:21][CH2:20][CH2:19][CH2:18][O:17]4)[C:8]=3[N:9]=2)=[CH:25][CH:24]=1. The yield is 1.00. (8) The reactants are C[Al](C)C.[N:5]1[CH:10]=[CH:9][C:8]([CH2:11][NH2:12])=[CH:7][CH:6]=1.[Si]([O:30][CH2:31][C:32]1[C:33]([N:47]2[CH2:52][C@H:51]([CH3:53])[O:50][C@H:49]([CH3:54])[CH2:48]2)=[C:34]([F:46])[C:35]2[O:39][N:38]=[C:37]([C:40](OCC)=[O:41])[C:36]=2[CH:45]=1)(C(C)(C)C)(C1C=CC=CC=1)C1C=CC=CC=1.S([O-])([O-])(=O)=O.[Na+].[Na+].C(O)(=O)C.CCCC[N+](CCCC)(CCCC)CCCC.[F-]. The catalyst is C1(C)C=CC=CC=1.O. The product is [CH3:54][C@@H:49]1[CH2:48][N:47]([C:33]2[C:32]([CH2:31][OH:30])=[CH:45][C:36]3[C:37]([C:40]([NH:12][CH2:11][C:8]4[CH:9]=[CH:10][N:5]=[CH:6][CH:7]=4)=[O:41])=[N:38][O:39][C:35]=3[C:34]=2[F:46])[CH2:52][C@H:51]([CH3:53])[O:50]1. The yield is 0.650.